This data is from Catalyst prediction with 721,799 reactions and 888 catalyst types from USPTO. The task is: Predict which catalyst facilitates the given reaction. (1) The catalyst class is: 2. Product: [CH:19]1([CH2:26][C:27]([NH:1][C:2]2[CH:11]=[CH:10][CH:9]=[C:8]3[C:3]=2[CH:4]=[CH:5][N:6]([C@H:13]([CH3:18])[C:14]([O:16][CH3:17])=[O:15])[C:7]3=[O:12])=[O:28])[CH2:25][CH2:24][CH2:23][CH2:22][CH2:21][CH2:20]1. Reactant: [NH2:1][C:2]1[CH:11]=[CH:10][CH:9]=[C:8]2[C:3]=1[CH:4]=[CH:5][N:6]([C@H:13]([CH3:18])[C:14]([O:16][CH3:17])=[O:15])[C:7]2=[O:12].[CH:19]1([CH2:26][C:27](O)=[O:28])[CH2:25][CH2:24][CH2:23][CH2:22][CH2:21][CH2:20]1.F[P-](F)(F)(F)(F)F.C[N+](C)=C(N(C)C)ON1C2N=CC=CC=2N=N1.C(N(CC)C(C)C)(C)C.CN(C)C=O. (2) Reactant: Br[C:2]1[C:3](=[O:13])[C:4]2[C:9]([C:10](=[O:12])[CH:11]=1)=[CH:8][CH:7]=[CH:6][CH:5]=2.[CH2:14]([NH2:17])[C:15]#[CH:16]. Product: [CH2:14]([NH:17][C:2]1[C:3](=[O:13])[C:4]2[C:9]([C:10](=[O:12])[CH:11]=1)=[CH:8][CH:7]=[CH:6][CH:5]=2)[C:15]#[CH:16]. The catalyst class is: 14.